Dataset: Catalyst prediction with 721,799 reactions and 888 catalyst types from USPTO. Task: Predict which catalyst facilitates the given reaction. (1) Reactant: [CH:1]1([C:4]2[CH:9]=[CH:8][C:7]([C:10]3[N:14]([CH3:15])[CH:13]=[N:12][C:11]=3[C:16]3[CH:21]=[C:20]([C:22]([OH:24])=[O:23])[CH:19]=[CH:18][N:17]=3)=[CH:6][CH:5]=2)[CH2:3][CH2:2]1.[CH3:25]O. Product: [CH:1]1([C:4]2[CH:5]=[CH:6][C:7]([C:10]3[N:14]([CH3:15])[CH:13]=[N:12][C:11]=3[C:16]3[CH:21]=[C:20]([C:22]([O:24][CH3:25])=[O:23])[CH:19]=[CH:18][N:17]=3)=[CH:8][CH:9]=2)[CH2:2][CH2:3]1. The catalyst class is: 65. (2) Reactant: [NH2:1][CH2:2][CH2:3][O:4][C:5]1[CH:10]=[CH:9][C:8]([OH:11])=[CH:7][CH:6]=1.[ClH:12].[H][H]. Product: [ClH:12].[NH2:1][CH2:2][CH2:3][O:4][C:5]1[CH:10]=[CH:9][C:8]([OH:11])=[CH:7][CH:6]=1. The catalyst class is: 50.